Dataset: Full USPTO retrosynthesis dataset with 1.9M reactions from patents (1976-2016). Task: Predict the reactants needed to synthesize the given product. (1) Given the product [CH3:20][C:16]1[N:15]=[C:14]([C:12]2[N:13]=[C:8]([C:4]3[CH:5]=[N:6][CH:7]=[C:2]([C:29]#[C:28][Si:25]([CH3:27])([CH3:26])[CH3:24])[CH:3]=3)[C:9]3[CH:23]=[CH:22][NH:21][C:10]=3[N:11]=2)[CH:19]=[CH:18][CH:17]=1, predict the reactants needed to synthesize it. The reactants are: Br[C:2]1[CH:3]=[C:4]([C:8]2[C:9]3[CH:23]=[CH:22][NH:21][C:10]=3[N:11]=[C:12]([C:14]3[CH:19]=[CH:18][CH:17]=[C:16]([CH3:20])[N:15]=3)[N:13]=2)[CH:5]=[N:6][CH:7]=1.[CH3:24][Si:25]([C:28]#[CH:29])([CH3:27])[CH3:26]. (2) Given the product [N:20]1[CH:21]=[CH:22][CH:23]=[CH:24][C:19]=1[C:17]1[O:18][C:12]2[CH2:11][N:10]([C:8]3[N:31]=[C:4]([C:5]#[N:6])[CH:3]=[CH:2][CH:9]=3)[CH2:15][CH2:14][C:13]=2[N:16]=1, predict the reactants needed to synthesize it. The reactants are: F[C:2]1[CH:3]=[C:4](C=[C:8]([N:10]2[CH2:15][CH2:14][C:13]3[N:16]=[C:17]([C:19]4[CH:24]=[CH:23][CH:22]=[CH:21][N:20]=4)[O:18][C:12]=3[CH2:11]2)[CH:9]=1)[C:5]#[N:6].BrC1[N:31]=C(C#N)C=CC=1. (3) Given the product [Cl:1][C:2]1[N:3]=[C:4]([C:9]([NH:11][C@@H:12]2[CH2:17][CH2:16][N:15]([C:37]3[S:38][C:39]4[C:45]([C:46]([O:48][CH2:49][CH3:50])=[O:47])=[CH:44][CH:43]=[CH:42][C:40]=4[N:41]=3)[CH2:14][C@H:13]2[NH:25][CH:26]2[CH2:27][CH2:28]2)=[O:10])[NH:5][C:6]=1[CH2:7][CH3:8], predict the reactants needed to synthesize it. The reactants are: [Cl:1][C:2]1[N:3]=[C:4]([C:9]([NH:11][C@@H:12]2[CH2:17][CH2:16][N:15](C(OC(C)(C)C)=O)[CH2:14][C@H:13]2[NH:25][CH:26]2[CH2:28][CH2:27]2)=[O:10])[NH:5][C:6]=1[CH2:7][CH3:8].Cl.O1CCOCC1.Br[C:37]1[S:38][C:39]2[C:45]([C:46]([O:48][CH2:49][CH3:50])=[O:47])=[CH:44][CH:43]=[CH:42][C:40]=2[N:41]=1.C(=O)([O-])[O-].[Na+].[Na+]. (4) Given the product [CH3:15][C:16]1[CH2:20][CH:19]=[C:18]([C:2]2[CH:7]=[C:6]([CH3:8])[CH:5]=[C:4]([CH3:9])[CH:3]=2)[CH:17]=1, predict the reactants needed to synthesize it. The reactants are: Br[C:2]1[CH:7]=[C:6]([CH3:8])[CH:5]=[C:4]([CH3:9])[CH:3]=1.C([Li])CCC.[CH3:15][CH:16]1[CH2:20][CH2:19][CH2:18][C:17]1=O.Cl.